Predict the reactants needed to synthesize the given product. From a dataset of Full USPTO retrosynthesis dataset with 1.9M reactions from patents (1976-2016). (1) Given the product [Cl:8][C:4]1[N:2]([CH3:3])[N:14]=[C:13]([CH:12]([F:20])[F:11])[C:17]=1[CH:16]=[O:18], predict the reactants needed to synthesize it. The reactants are: C[N:2]([CH:4]=O)[CH3:3].P(Cl)(Cl)([Cl:8])=O.[F:11][CH:12]([F:20])[C:13]1[CH2:17][C:16](=[O:18])N(C)[N:14]=1. (2) Given the product [C:20]([O:26][CH2:28][CH2:29][NH:30][C:31]([C@@H:33]([CH2:42][CH:43]=[CH2:44])[CH2:34][C:35]([O:37][C:38]([CH3:40])([CH3:39])[CH3:41])=[O:36])=[O:32])(=[O:25])[CH2:21][CH2:22][CH:23]=[CH2:24], predict the reactants needed to synthesize it. The reactants are: NCCO.C(OC(=O)C[C@H](CC=C)C(O)=O)(C)(C)C.[C:20]([OH:26])(=[O:25])[CH2:21][CH2:22][CH:23]=[CH2:24].O[CH2:28][CH2:29][NH:30][C:31]([C@@H:33]([CH2:42][CH:43]=[CH2:44])[CH2:34][C:35]([O:37][C:38]([CH3:41])([CH3:40])[CH3:39])=[O:36])=[O:32]. (3) Given the product [C:33]([O:37][C:38]([NH:40][C:41]([CH3:54])([CH3:53])[CH2:42][O:43][C:44]1[CH:52]=[CH:51][C:47]([C:48]([CH2:2][CH2:1][O:3][C:4]([CH2:6][NH:7][C:8]2[CH:13]=[C:12]([O:14][CH3:15])[CH:11]=[CH:10][C:9]=2[C@@H:16]2[CH2:25][CH2:24][C:23]3[CH:22]=[C:21]([O:26][C:27](=[O:32])[C:28]([CH3:31])([CH3:30])[CH3:29])[CH:20]=[CH:19][C:18]=3[CH2:17]2)=[O:5])=[O:49])=[CH:46][CH:45]=1)=[O:39])([CH3:36])([CH3:34])[CH3:35], predict the reactants needed to synthesize it. The reactants are: [CH2:1]([O:3][C:4]([CH2:6][NH:7][C:8]1[CH:13]=[C:12]([O:14][CH3:15])[CH:11]=[CH:10][C:9]=1[C@@H:16]1[CH2:25][CH2:24][C:23]2[CH:22]=[C:21]([O:26][C:27](=[O:32])[C:28]([CH3:31])([CH3:30])[CH3:29])[CH:20]=[CH:19][C:18]=2[CH2:17]1)=[O:5])[CH3:2].[C:33]([O:37][C:38]([NH:40][C:41]([CH3:54])([CH3:53])[CH2:42][O:43][C:44]1[CH:52]=[CH:51][C:47]([C:48](O)=[O:49])=[CH:46][CH:45]=1)=[O:39])([CH3:36])([CH3:35])[CH3:34]. (4) Given the product [CH3:14][N:12]([CH3:13])[CH2:11][C:10]([CH3:15])([CH3:16])[CH2:9][NH:8][C:6](=[O:7])[C:5]1[CH:17]=[CH:18][C:2]([NH:1][C:35]([NH:34][C:30]2[CH:31]=[CH:32][CH:33]=[C:28]([O:21][C:22]3[CH:27]=[CH:26][CH:25]=[CH:24][CH:23]=3)[CH:29]=2)=[O:36])=[CH:3][C:4]=1[O:19][CH3:20], predict the reactants needed to synthesize it. The reactants are: [NH2:1][C:2]1[CH:18]=[CH:17][C:5]([C:6]([NH:8][CH2:9][C:10]([CH3:16])([CH3:15])[CH2:11][N:12]([CH3:14])[CH3:13])=[O:7])=[C:4]([O:19][CH3:20])[CH:3]=1.[O:21]([C:28]1[CH:29]=[C:30]([N:34]=[C:35]=[O:36])[CH:31]=[CH:32][CH:33]=1)[C:22]1[CH:27]=[CH:26][CH:25]=[CH:24][CH:23]=1. (5) Given the product [CH3:34][C:31]1([CH3:35])[O:30][C@H:29]([CH2:28][O:15][C:12]2[CH:13]=[CH:14][C:9]([B:4]3[O:3][C:2]([CH3:16])([CH3:1])[C:6]([CH3:7])([CH3:8])[O:5]3)=[CH:10][CH:11]=2)[CH2:33][O:32]1, predict the reactants needed to synthesize it. The reactants are: [CH3:1][C:2]1([CH3:16])[C:6]([CH3:8])([CH3:7])[O:5][B:4]([C:9]2[CH:14]=[CH:13][C:12]([OH:15])=[CH:11][CH:10]=2)[O:3]1.CC1C=CC(S(O[CH2:28][C@@H:29]2[CH2:33][O:32][C:31]([CH3:35])([CH3:34])[O:30]2)(=O)=O)=CC=1.C([O-])([O-])=O.[Cs+].[Cs+].